This data is from Forward reaction prediction with 1.9M reactions from USPTO patents (1976-2016). The task is: Predict the product of the given reaction. (1) Given the reactants [CH3:1][C:2]1[C:3]([C:12]([C:14]2[N:15]=[CH:16][N:17]([C:19]([C:32]3[CH:37]=[CH:36][CH:35]=[CH:34][CH:33]=3)([C:26]3[CH:31]=[CH:30][CH:29]=[CH:28][CH:27]=3)[C:20]3[CH:25]=[CH:24][CH:23]=[CH:22][CH:21]=3)[CH:18]=2)=O)=[CH:4][CH:5]=[C:6]2[C:11]=1[N:10]=[CH:9][CH:8]=[CH:7]2.C[Mg+].[Br-].[CH3:41]CN(CC)CC.CS(Cl)(=O)=O, predict the reaction product. The product is: [CH3:1][C:2]1[C:3]([C:12]([C:14]2[N:15]=[CH:16][N:17]([C:19]([C:32]3[CH:37]=[CH:36][CH:35]=[CH:34][CH:33]=3)([C:26]3[CH:31]=[CH:30][CH:29]=[CH:28][CH:27]=3)[C:20]3[CH:25]=[CH:24][CH:23]=[CH:22][CH:21]=3)[CH:18]=2)=[CH2:41])=[CH:4][CH:5]=[C:6]2[C:11]=1[N:10]=[CH:9][CH:8]=[CH:7]2. (2) Given the reactants [C:1]([O-])([O-])=[O:2].[Na+].[Na+].[CH:7]([C:9]1[S:13][C:12](B(O)O)=[CH:11][CH:10]=1)=O.IC1[CH:40]=[CH:39][C:21]([CH2:22][N:23]([S:35]([CH3:38])(=[O:37])=[O:36])[CH2:24][CH2:25][CH2:26][CH2:27][CH2:28][CH2:29][C:30]([O:32][CH2:33][CH3:34])=[O:31])=[CH:20][CH:19]=1, predict the reaction product. The product is: [CH:1]([C:10]1[CH:11]=[CH:12][S:13][C:9]=1[C:7]1[CH:40]=[CH:39][C:21]([CH2:22][N:23]([S:35]([CH3:38])(=[O:37])=[O:36])[CH2:24][CH2:25][CH2:26][CH2:27][CH2:28][CH2:29][C:30]([O:32][CH2:33][CH3:34])=[O:31])=[CH:20][CH:19]=1)=[O:2]. (3) Given the reactants [Br:1][C:2]1[CH:10]=[C:9]2[C:5]([CH2:6][C:7](=[O:11])[NH:8]2)=[N:4][CH:3]=1.[Cl:12][C:13]1[C:14]([F:21])=[C:15]([CH:18]=[CH:19][CH:20]=1)[CH:16]=O.N1CCCCC1, predict the reaction product. The product is: [Br:1][C:2]1[CH:10]=[C:9]2[NH:8][C:7](=[O:11])/[C:6](=[CH:16]\[C:15]3[CH:18]=[CH:19][CH:20]=[C:13]([Cl:12])[C:14]=3[F:21])/[C:5]2=[N:4][CH:3]=1.